From a dataset of Full USPTO retrosynthesis dataset with 1.9M reactions from patents (1976-2016). Predict the reactants needed to synthesize the given product. (1) Given the product [Cl:50][C:46]1[CH:45]=[C:44]([C@@H:42]2[C@@H:41]([C:51]3[CH:56]=[CH:55][C:54]([Cl:57])=[CH:53][CH:52]=3)[NH:40][C:7](=[O:8])[C@H:6]([CH2:2][C:3]([OH:5])=[O:4])[O:43]2)[CH:49]=[CH:48][CH:47]=1, predict the reactants needed to synthesize it. The reactants are: Br[C@H:2]([CH2:6][C:7](OC(C)(C)C)=[O:8])[C:3]([OH:5])=[O:4].O.ON1C2C=CC=CC=2N=N1.C1CCC(N=C=NC2CCCCC2)CC1.[NH2:40][C@H:41]([C:51]1[CH:56]=[CH:55][C:54]([Cl:57])=[CH:53][CH:52]=1)[C@@H:42]([C:44]1[CH:49]=[CH:48][CH:47]=[C:46]([Cl:50])[CH:45]=1)[OH:43]. (2) Given the product [CH3:14][CH:13]1[NH:8][CH2:9][C:10]2[C:17]([C:18]3[N:19]=[CH:20][S:21][CH:22]=3)=[N:16][NH:15][C:11]=2[CH2:12]1, predict the reactants needed to synthesize it. The reactants are: C(OC([N:8]1[CH:13]([CH3:14])[CH2:12][C:11]2[NH:15][N:16]=[C:17]([C:18]3[N:19]=[CH:20][S:21][CH:22]=3)[C:10]=2[CH2:9]1)=O)(C)(C)C.O1CCOCC1.